This data is from NCI-60 drug combinations with 297,098 pairs across 59 cell lines. The task is: Regression. Given two drug SMILES strings and cell line genomic features, predict the synergy score measuring deviation from expected non-interaction effect. Drug 1: CC1=C2C(C(=O)C3(C(CC4C(C3C(C(C2(C)C)(CC1OC(=O)C(C(C5=CC=CC=C5)NC(=O)OC(C)(C)C)O)O)OC(=O)C6=CC=CC=C6)(CO4)OC(=O)C)O)C)O. Drug 2: C1C(C(OC1N2C=NC3=C2NC=NCC3O)CO)O. Cell line: UACC-257. Synergy scores: CSS=4.73, Synergy_ZIP=-3.12, Synergy_Bliss=-2.44, Synergy_Loewe=-2.20, Synergy_HSA=-2.20.